The task is: Predict the reactants needed to synthesize the given product.. This data is from Full USPTO retrosynthesis dataset with 1.9M reactions from patents (1976-2016). (1) Given the product [Cl:13][C:14]1[CH:19]=[C:18]([C:2]2[N:7]=[C:6]([C:8]([OH:10])=[O:9])[CH:5]=[CH:4][C:3]=2[O:11][CH3:12])[CH:17]=[CH:16][CH:15]=1, predict the reactants needed to synthesize it. The reactants are: Br[C:2]1[N:7]=[C:6]([C:8]([OH:10])=[O:9])[CH:5]=[CH:4][C:3]=1[O:11][CH3:12].[Cl:13][C:14]1[CH:15]=[C:16](B(O)O)[CH:17]=[CH:18][CH:19]=1.CC1(C)C2C=CC=C(P(C3C=CC=CC=3)C3C=CC=CC=3)C=2OC2C1=CC=CC=2P(C1C=CC=CC=1)C1C=CC=CC=1.C(=O)([O-])[O-].[K+].[K+]. (2) Given the product [F:15][C:12]1[CH:11]=[CH:10][C:9]([C:6]2[C:7]3[O:8][C:20]([CH:21]([CH3:23])[CH3:22])=[N:1][C:2]=3[CH:3]=[C:4]([C:16]([O:18][CH3:19])=[O:17])[CH:5]=2)=[CH:14][CH:13]=1, predict the reactants needed to synthesize it. The reactants are: [NH2:1][C:2]1[CH:3]=[C:4]([C:16]([O:18][CH3:19])=[O:17])[CH:5]=[C:6]([C:9]2[CH:14]=[CH:13][C:12]([F:15])=[CH:11][CH:10]=2)[C:7]=1[OH:8].[C:20](O)(=O)[CH:21]([CH3:23])[CH3:22].C1(P(C2C=CC=CC=2)C2C=CC=CC=2)C=CC=CC=1.ClC(Cl)(Cl)C#N. (3) Given the product [N+:1]([C:4]1[CH:5]=[C:6]2[C:10](=[CH:11][CH:12]=1)[N:9]([CH2:21][CH2:22][N:23]1[CH2:28][CH2:27][CH2:26][CH2:25][CH2:24]1)[N:8]=[CH:7]2)([O-:3])=[O:2], predict the reactants needed to synthesize it. The reactants are: [N+:1]([C:4]1[CH:5]=[C:6]2[C:10](=[CH:11][CH:12]=1)[NH:9][N:8]=[CH:7]2)([O-:3])=[O:2].C(=O)([O-])[O-].[K+].[K+].Cl.Cl[CH2:21][CH2:22][N:23]1[CH2:28][CH2:27][CH2:26][CH2:25][CH2:24]1. (4) Given the product [CH3:15][O:16][C:17](=[O:38])[CH:18]=[CH:9][C:6]1[CH:7]=[N:8][C:3]([O:2][CH3:1])=[CH:4][C:5]=1[C:11]([F:14])([F:13])[F:12], predict the reactants needed to synthesize it. The reactants are: [CH3:1][O:2][C:3]1[N:8]=[CH:7][C:6]([CH:9]=O)=[C:5]([C:11]([F:14])([F:13])[F:12])[CH:4]=1.[CH3:15][O:16][C:17](=[O:38])[CH:18]=P(C1C=CC=CC=1)(C1C=CC=CC=1)C1C=CC=CC=1. (5) Given the product [O:1]1[C:10]2[CH:9]=[C:8]([CH2:11][NH:12][CH:20]3[CH2:29][CH2:28][C:27]4[CH:26]=[C:25]([N:30]5[C:35](=[O:36])[CH:34]=[N:33][C:32]6[CH:37]=[CH:38][C:39]([O:41][CH3:42])=[N:40][C:31]5=6)[CH:24]=[CH:23][C:22]=4[CH2:21]3)[N:7]=[CH:6][C:5]=2[O:4][CH2:3][CH2:2]1, predict the reactants needed to synthesize it. The reactants are: [O:1]1[C:10]2[CH:9]=[C:8]([CH2:11][N:12]([CH:20]3[CH2:29][CH2:28][C:27]4[C:22](=[CH:23][CH:24]=[C:25]([N:30]5[C:35](=[O:36])[CH:34]=[N:33][C:32]6[CH:37]=[CH:38][C:39]([O:41][CH3:42])=[N:40][C:31]5=6)[CH:26]=4)[CH2:21]3)C(=O)OC(C)(C)C)[N:7]=[CH:6][C:5]=2[O:4][CH2:3][CH2:2]1. (6) Given the product [CH:11]1([C:3]2[CH:4]=[CH:5][C:6]([C:8]([OH:10])=[O:9])=[N:7][C:2]=2[O:20][C@@H:16]([C:15]([F:22])([F:21])[F:14])[CH2:17][CH2:18][OH:19])[CH2:13][CH2:12]1, predict the reactants needed to synthesize it. The reactants are: Cl[C:2]1[N:7]=[C:6]([C:8]([OH:10])=[O:9])[CH:5]=[CH:4][C:3]=1[CH:11]1[CH2:13][CH2:12]1.[F:14][C:15]([F:22])([F:21])[C@H:16]([OH:20])[CH2:17][CH2:18][OH:19].CC(C)([O-])C.[K+].